From a dataset of Catalyst prediction with 721,799 reactions and 888 catalyst types from USPTO. Predict which catalyst facilitates the given reaction. (1) Reactant: [CH2:1]([C:4]1[C:13]([O:14][CH3:15])=[CH:12][C:11]([Cl:16])=[CH:10][C:5]=1[C:6]([O:8]C)=[O:7])[CH:2]=[CH2:3].[OH-].[Na+]. Product: [CH2:1]([C:4]1[C:13]([O:14][CH3:15])=[CH:12][C:11]([Cl:16])=[CH:10][C:5]=1[C:6]([OH:8])=[O:7])[CH:2]=[CH2:3]. The catalyst class is: 5. (2) Product: [CH3:14][O:15][C:16]1[CH:23]=[CH:22][C:19]([CH2:20][N:1]2[CH2:5][C:4](=[O:6])[NH:3][C:2]2=[O:7])=[CH:18][CH:17]=1. The catalyst class is: 163. Reactant: [NH:1]1[CH2:5][C:4](=[O:6])[NH:3][C:2]1=[O:7].C([O-])([O-])=O.[Cs+].[Cs+].[CH3:14][O:15][C:16]1[CH:23]=[CH:22][C:19]([CH2:20]Cl)=[CH:18][CH:17]=1. (3) Reactant: CS(C)=O.C(Cl)(=O)C(Cl)=O.[CH:11]1([CH2:15][O:16][CH2:17][C:18]2([CH2:31][OH:32])[CH2:23][CH2:22][N:21]([C:24]([O:26][C:27]([CH3:30])([CH3:29])[CH3:28])=[O:25])[CH2:20][CH2:19]2)[CH2:14][CH2:13][CH2:12]1.C(N(CC)C(C)C)(C)C. Product: [CH:11]1([CH2:15][O:16][CH2:17][C:18]2([CH:31]=[O:32])[CH2:19][CH2:20][N:21]([C:24]([O:26][C:27]([CH3:28])([CH3:29])[CH3:30])=[O:25])[CH2:22][CH2:23]2)[CH2:12][CH2:13][CH2:14]1. The catalyst class is: 2. (4) Reactant: [Br:1][C:2]1C=C[C:5](N)=[CH:4][CH:3]=1.C(=O)CC.[CH:13](/[NH:16][C:17](=[O:26])[O:18][CH2:19][C:20]1[CH:25]=[CH:24][CH:23]=[CH:22][CH:21]=1)=[CH:14]\[CH3:15].[NH2:27][C:28]1[CH:33]=[CH:32]C=[CH:30][CH:29]=1. Product: [Br:1][C:2]1[CH:15]=[C:14]2[C:5](=[CH:4][CH:3]=1)[NH:27][C@@H:28]([CH2:29][CH3:30])[C@H:33]([CH3:32])[C@H:13]2[NH:16][C:17](=[O:26])[O:18][CH2:19][C:20]1[CH:21]=[CH:22][CH:23]=[CH:24][CH:25]=1. The catalyst class is: 4. (5) Reactant: [C:1]([O:5][C:6](=[O:25])[C:7]([CH2:22][C:23]#[N:24])=[CH:8][C:9]1[CH:18]=[CH:17][C:12]([C:13]([O:15][CH3:16])=[O:14])=[CH:11][C:10]=1[N+:19]([O-])=O)([CH3:4])([CH3:3])[CH3:2]. Product: [NH2:24][C:23]1[CH2:22][C:7]([C:6]([O:5][C:1]([CH3:4])([CH3:3])[CH3:2])=[O:25])=[CH:8][C:9]2[CH:18]=[CH:17][C:12]([C:13]([O:15][CH3:16])=[O:14])=[CH:11][C:10]=2[N:19]=1. The catalyst class is: 409. (6) Reactant: [Si:1]([O:8][CH2:9][C:10]1([CH3:38])[S:16][CH2:15][CH2:14][N:13]2[C:17]([C:20]3([C:23]4[CH:28]=[CH:27][C:26](B5OC(C)(C)C(C)(C)O5)=[CH:25][CH:24]=4)[CH2:22][CH2:21]3)=[N:18][N:19]=[C:12]2[CH2:11]1)([C:4]([CH3:7])([CH3:6])[CH3:5])([CH3:3])[CH3:2].Br[C:40]1[CH:45]=[CH:44][C:43]([F:46])=[CH:42][N:41]=1.C(=O)([O-])[O-].[K+].[K+].C(=O)([O-])O.[Na+]. Product: [Si:1]([O:8][CH2:9][C:10]1([CH3:38])[S:16][CH2:15][CH2:14][N:13]2[C:17]([C:20]3([C:23]4[CH:24]=[CH:25][C:26]([C:40]5[CH:45]=[CH:44][C:43]([F:46])=[CH:42][N:41]=5)=[CH:27][CH:28]=4)[CH2:22][CH2:21]3)=[N:18][N:19]=[C:12]2[CH2:11]1)([C:4]([CH3:6])([CH3:5])[CH3:7])([CH3:3])[CH3:2]. The catalyst class is: 437. (7) Reactant: [Br:1][C:2]1[CH:7]=[CH:6][C:5]([C:8]([C:23]2[CH:28]=[CH:27][CH:26]=[CH:25][CH:24]=2)(O)[CH:9]([C:16]2[CH:21]=[CH:20][CH:19]=[CH:18][CH:17]=2)[C:10]2[CH:15]=[CH:14][CH:13]=[CH:12][CH:11]=2)=[CH:4][CH:3]=1.CC1C=CC(S(O)(=O)=O)=CC=1. Product: [Br:1][C:2]1[CH:3]=[CH:4][C:5]([C:8]([C:23]2[CH:24]=[CH:25][CH:26]=[CH:27][CH:28]=2)=[C:9]([C:10]2[CH:11]=[CH:12][CH:13]=[CH:14][CH:15]=2)[C:16]2[CH:21]=[CH:20][CH:19]=[CH:18][CH:17]=2)=[CH:6][CH:7]=1. The catalyst class is: 11. (8) Reactant: C1C(=O)N([Br:8])C(=O)C1.[CH3:9][S:10][C:11]1[CH:19]=[CH:18][C:14]2[O:15][CH2:16][O:17][C:13]=2[CH:12]=1.O. Product: [Br:8][C:19]1[C:11]([S:10][CH3:9])=[CH:12][C:13]2[O:17][CH2:16][O:15][C:14]=2[CH:18]=1. The catalyst class is: 23. (9) Reactant: [CH3:1][C@H:2]1[O:7][C@@H:6]([CH3:8])[CH2:5][N:4]([C:9]2[N:14]=[C:13]([C:15]3[CH:19]=[CH:18][O:17][C:16]=3[CH3:20])[C:12]([C:21]3[CH:26]=[CH:25][N:24]=[C:23]([CH3:27])[CH:22]=3)=[CH:11][N:10]=2)[CH2:3]1.[ClH:28]. Product: [ClH:28].[CH3:8][C@H:6]1[O:7][C@@H:2]([CH3:1])[CH2:3][N:4]([C:9]2[N:14]=[C:13]([C:15]3[CH:19]=[CH:18][O:17][C:16]=3[CH3:20])[C:12]([C:21]3[CH:26]=[CH:25][N:24]=[C:23]([CH3:27])[CH:22]=3)=[CH:11][N:10]=2)[CH2:5]1. The catalyst class is: 4. (10) Reactant: [N:1]1([C:7]2[CH:8]=[CH:9][C:10]([N+:14]([O-])=O)=[C:11]([NH2:13])[CH:12]=2)[CH2:6][CH2:5][O:4][CH2:3][CH2:2]1. Product: [O:4]1[CH2:3][CH2:2][N:1]([C:7]2[CH:12]=[C:11]([NH2:13])[C:10]([NH2:14])=[CH:9][CH:8]=2)[CH2:6][CH2:5]1. The catalyst class is: 19.